This data is from Forward reaction prediction with 1.9M reactions from USPTO patents (1976-2016). The task is: Predict the product of the given reaction. (1) Given the reactants [NH2:1][CH2:2][C:3]1[CH:4]=[C:5]([CH:33]=[CH:34][CH:35]=1)[CH2:6][N:7]([CH2:20][C:21]1[CH:26]=[CH:25][C:24]([C:27]2[CH:32]=[CH:31][CH:30]=[CH:29][CH:28]=2)=[CH:23][CH:22]=1)[S:8]([C:11]1[CH:16]=[C:15]([Cl:17])[CH:14]=[C:13]([Cl:18])[C:12]=1[OH:19])(=[O:10])=[O:9].CCN(CC)CC.Cl[S:44]([C:47]1[CH:48]=[CH:49][C:50]([CH3:56])=[C:51]([CH:55]=1)[C:52]([OH:54])=[O:53])(=[O:46])=[O:45], predict the reaction product. The product is: [C:24]1([C:27]2[CH:28]=[CH:29][CH:30]=[CH:31][CH:32]=2)[CH:25]=[CH:26][C:21]([CH2:20][N:7]([CH2:6][C:5]2[CH:4]=[C:3]([CH:35]=[CH:34][CH:33]=2)[CH2:2][NH:1][S:44]([C:47]2[CH:48]=[CH:49][C:50]([CH3:56])=[C:51]([CH:55]=2)[C:52]([OH:54])=[O:53])(=[O:46])=[O:45])[S:8]([C:11]2[CH:16]=[C:15]([Cl:17])[CH:14]=[C:13]([Cl:18])[C:12]=2[OH:19])(=[O:10])=[O:9])=[CH:22][CH:23]=1. (2) Given the reactants [O:1]=[C:2]1[NH:6][CH:5]([CH2:7][C:8]([O:10][CH3:11])=[O:9])[C:4](=[O:12])[NH:3]1.[CH3:13][C:14]1[CH:21]=[CH:20][C:17]([CH2:18]Br)=[CH:16][CH:15]=1.[O-]S([O-])(=O)=O.[Mg+2].C([O-])([O-])=O.[K+].[K+], predict the reaction product. The product is: [CH3:11][O:10][C:8](=[O:9])[CH2:7][CH:5]1[C:4](=[O:12])[N:3]([CH2:13][C:14]2[CH:21]=[CH:20][C:17]([CH3:18])=[CH:16][CH:15]=2)[C:2](=[O:1])[NH:6]1. (3) Given the reactants O[CH2:2][CH2:3][N:4]1[CH2:9][CH2:8][N:7]([CH2:10][C:11]([NH:13][C:14]2[C:15]([S:23][CH3:24])=[N:16][C:17]([CH3:22])=[CH:18][C:19]=2[S:20][CH3:21])=[O:12])[CH2:6][CH2:5]1.C(N(CC)CC)C.CS(Cl)(=O)=O.[SH:37][C:38]1[NH:39][C:40]2[CH:46]=[CH:45][CH:44]=[CH:43][C:41]=2[N:42]=1.C(=O)([O-])[O-].[K+].[K+].C1OCCOCCOCCOCCOCCOC1, predict the reaction product. The product is: [N:39]1[C:40]2[CH:46]=[CH:45][CH:44]=[CH:43][C:41]=2[NH:42][C:38]=1[S:37][CH2:2][CH2:3][N:4]1[CH2:9][CH2:8][N:7]([CH2:10][C:11]([NH:13][C:14]2[C:15]([S:23][CH3:24])=[N:16][C:17]([CH3:22])=[CH:18][C:19]=2[S:20][CH3:21])=[O:12])[CH2:6][CH2:5]1. (4) Given the reactants [NH2:1][C:2]1[CH:10]=[CH:9][CH:8]=[C:7]2[C:3]=1[CH:4]=[N:5][N:6]2[C:11]([C:20]1[CH:25]=[CH:24][C:23]([Cl:26])=[CH:22][CH:21]=1)([CH2:18][CH3:19])/[CH:12]=[CH:13]/[C:14]([O:16][CH3:17])=[O:15].CN1CCOCC1.[CH3:34][S:35](Cl)(=[O:37])=[O:36], predict the reaction product. The product is: [Cl:26][C:23]1[CH:24]=[CH:25][C:20]([C:11]([N:6]2[C:7]3[C:3](=[C:2]([NH:1][S:35]([CH3:34])(=[O:37])=[O:36])[CH:10]=[CH:9][CH:8]=3)[CH:4]=[N:5]2)([CH2:18][CH3:19])/[CH:12]=[CH:13]/[C:14]([O:16][CH3:17])=[O:15])=[CH:21][CH:22]=1. (5) Given the reactants C[O:2][C:3](=[O:26])[C:4]1[CH:9]=[CH:8][CH:7]=[CH:6][C:5]=1[CH2:10][N:11]1[C:19](=[O:20])[C:18]2[C@@H:17]3[C:21]([CH3:23])([CH3:22])[C@@:14]([CH3:24])([CH2:15][CH2:16]3)[C:13]=2[N:12]1[CH3:25].[OH-].[Na+], predict the reaction product. The product is: [CH3:25][N:12]1[C:13]2[C@@:14]3([CH3:24])[C:21]([CH3:22])([CH3:23])[C@H:17]([CH2:16][CH2:15]3)[C:18]=2[C:19](=[O:20])[N:11]1[CH2:10][C:5]1[CH:6]=[CH:7][CH:8]=[CH:9][C:4]=1[C:3]([OH:26])=[O:2]. (6) Given the reactants [NH2:1][C:2]([CH:4]1[CH2:9][CH2:8][N:7]([S:10]([C:13]2[C:22]3[C:17](=[CH:18][CH:19]=[CH:20][CH:21]=3)[CH:16]=[CH:15][CH:14]=2)(=[O:12])=[O:11])[CH2:6][CH2:5]1)=O.B.O1CCCC1, predict the reaction product. The product is: [NH2:1][CH2:2][CH:4]1[CH2:9][CH2:8][N:7]([S:10]([C:13]2[C:22]3[C:17](=[CH:18][CH:19]=[CH:20][CH:21]=3)[CH:16]=[CH:15][CH:14]=2)(=[O:12])=[O:11])[CH2:6][CH2:5]1. (7) Given the reactants [OH-].[K+].Cl.[N:4]12[CH2:11][CH2:10][CH:7]([CH2:8][CH2:9]1)[C:6](=[O:12])[CH2:5]2.[N:13]1[CH:18]=[CH:17][CH:16]=[C:15]([CH:19]=O)[CH:14]=1.O, predict the reaction product. The product is: [N:13]1[CH:18]=[CH:17][CH:16]=[C:15]([CH:19]=[C:5]2[C:6](=[O:12])[CH:7]3[CH2:10][CH2:11][N:4]2[CH2:9][CH2:8]3)[CH:14]=1.